Task: Predict the reactants needed to synthesize the given product.. Dataset: Full USPTO retrosynthesis dataset with 1.9M reactions from patents (1976-2016) (1) Given the product [NH2:25][C:14]1[N:13]=[C:12]([N:8]2[CH2:7][CH2:6][C:5]3[C:10](=[CH:11][C:2]([C:34]4[CH:35]=[CH:36][C:37]([NH:40][C:41](=[O:43])[CH3:42])=[N:38][CH:39]=4)=[CH:3][CH:4]=3)[CH2:9]2)[CH:17]=[C:16]([N:18]2[CH2:23][CH2:22][N:21]([CH3:24])[CH2:20][CH2:19]2)[N:15]=1, predict the reactants needed to synthesize it. The reactants are: Br[C:2]1[CH:11]=[C:10]2[C:5]([CH2:6][CH2:7][N:8]([C:12]3[CH:17]=[C:16]([N:18]4[CH2:23][CH2:22][N:21]([CH3:24])[CH2:20][CH2:19]4)[N:15]=[C:14]([NH2:25])[N:13]=3)[CH2:9]2)=[CH:4][CH:3]=1.CC1(C)C(C)(C)OB([C:34]2[CH:35]=[CH:36][C:37]([NH:40][C:41](=[O:43])[CH3:42])=[N:38][CH:39]=2)O1.P([O-])([O-])([O-])=O.[K+].[K+].[K+]. (2) Given the product [CH3:9][N:5]1[CH:6]=[CH:7][N:8]=[C:4]1[CH2:3][N:20]1[C:16](=[O:26])[C:17]2[C:18](=[CH:22][CH:23]=[CH:24][CH:25]=2)[C:19]1=[O:21], predict the reactants needed to synthesize it. The reactants are: Cl.Cl[CH2:3][C:4]1[N:5]([CH3:9])[CH:6]=[CH:7][N:8]=1.CC(C)([O-])C.[Na+].[C:16]1(=[O:26])[NH:20][C:19](=[O:21])[C:18]2=[CH:22][CH:23]=[CH:24][CH:25]=[C:17]12.[K].O. (3) Given the product [CH3:17][S:18][CH2:2][CH2:3][CH:4]1[CH2:9][CH2:8][N:7]([C:10]([O:12][C:13]([CH3:16])([CH3:15])[CH3:14])=[O:11])[CH2:6][CH2:5]1, predict the reactants needed to synthesize it. The reactants are: I[CH2:2][CH2:3][CH:4]1[CH2:9][CH2:8][N:7]([C:10]([O:12][C:13]([CH3:16])([CH3:15])[CH3:14])=[O:11])[CH2:6][CH2:5]1.[CH3:17][S-:18].[Na+]. (4) The reactants are: [CH3:1][C:2]1[C:3]2[O:23][CH:22]=[CH:21][C:4]=2[C:5]([N:8]2[CH2:13][CH2:12][N:11](C(OC(C)(C)C)=O)[CH2:10][CH2:9]2)=[N:6][CH:7]=1.FC(F)(F)C(O)=O.C(=O)([O-])[O-].[Na+].[Na+]. Given the product [CH3:1][C:2]1[C:3]2[O:23][CH:22]=[CH:21][C:4]=2[C:5]([N:8]2[CH2:9][CH2:10][NH:11][CH2:12][CH2:13]2)=[N:6][CH:7]=1, predict the reactants needed to synthesize it.